Dataset: Experimentally validated miRNA-target interactions with 360,000+ pairs, plus equal number of negative samples. Task: Binary Classification. Given a miRNA mature sequence and a target amino acid sequence, predict their likelihood of interaction. (1) Result: 0 (no interaction). The protein sequence of the target gene is MKSFLLVVNALALTLPFLAVEVQNQKQPACHENDERPFYQKTAPYVPMYYVPNSYPYYGTNLYQRRPAIAINNPYVPRTYYANPAVVRPHAQIPQRQYLPNSHPPTVVRRPNLHPSFIAIPPKKIQDKIIIPTINTIATVEPTPAPATEPTVDSVVTPEAFSESIITSTPETTTVAVTPPTA. The miRNA is hsa-miR-7110-5p with sequence UGGGGGUGUGGGGAGAGAGAG. (2) The miRNA is rno-miR-200a-5p with sequence CAUCUUACCGGACAGUGCUGG. The protein sequence of the target gene is MAAVWQQVLAVDARYNAYRTPTFPQFRTQYIRRRSQLLRENAKAGHPPALRRQYLRLRGQLLGQRYGPLSEPGSARAYSNSIVRSSRTTLDRMEDFEDDPRALGARGHRRSVSRGSYQLQAQMNRAVYEDRPPGSVVPTSVAEASRAMAGDTSLSENYAFAGMYHVFDQHVDEAVPRVRFANDDRHRLACCSLDGSISLCQLVPAPPTVLHVLRGHTRGVSDFAWSLSNDILVSTSLDATMRIWASEDGRCIREIPDPDGAELLCCTFQPVNNNLTVVGNAKHNVHVMNISTGKKVKGGS.... Result: 0 (no interaction). (3) The miRNA is hsa-miR-4712-3p with sequence AAUGAGAGACCUGUACUGUAU. The protein sequence of the target gene is MKSPALQPLSMAGLQLMTPASSPMGPFFGLPWQQEAIHDNIYTPRKYQVELLEAALDHNTIVCLNTGSGKTFIAVLLTKELAHQIRGDLNPRAKRTVFLVNSANQVAQQVSAVRTHSDLKVGEYSNLEVNASWTKERWSQEFTKHQVLIMTCYVALNVLKNGYLSLSDINLLVFDECHLAILDHPYREIMKLCESCPSCPRILGLTASILNGKCDPEELEEKIQKLEKILKSNAETATDLVVLDRYASQPCEIVVDCGPFTDRSGLYERLLMELEEAINFINDCNVSVHSKERDSTLISK.... Result: 0 (no interaction). (4) The miRNA is hsa-miR-6827-5p with sequence UGGGAGCCAUGAGGGUCUGUGC. The protein sequence of the target gene is MDDQSRMLQTLAGVNLAGHSVQGGMALPPPPHGHEGADGDGRKQDIGDILHQIMTITDQSLDEAQAKKHALNCHRMKPALFSVLCEIKEKTGLSIRGAQEEDPPDPQLMRLDNMLLAEGVSGPEKGGGSAAAAAAAAASGGSSDNSIEHSDYRAKLTQIRQIYHTELEKYEQACNEFTTHVMNLLREQSRTRPISPKEIERMVGIIHRKFSSIQMQLKQSTCEAVMILRSRFLDARRKRRNFSKQATEILNEYFYSHLSNPYPSEEAKEELAKKCSITVSQVSNWFGNKRIRYKKNIGKF.... Result: 0 (no interaction). (5) The protein sequence of the target gene is MEEERGSALAAESALEKNVAELTVMDVYDIASLVGHEFERVIDQHGCEAIARLMPKVVRVLEILEVLVSRHHVAPELDELRLELDRLRLERMDRIEKERKHQKELELVEDVWRGEAQDLLSQIAQLQEENKQLMTNLSHKDVNFSEEEFQKHEGMSERERQVMKKLKEVVDKQRDEIRAKDRELGLKNEDVEALQQQQTRLMKINHDLRHRVTVVEAQGKALIEQKVELEADLQTKEQEMGSLRAELGKLRERLQGEHSQNGEEEPETEPVGEESISDAEKVAMDLKDPNRPRFTLQELR.... The miRNA is hsa-miR-892b with sequence CACUGGCUCCUUUCUGGGUAGA. Result: 0 (no interaction). (6) The miRNA is mmu-miR-1199-5p with sequence UCUGAGUCCCGGUCGCGCGG. The protein sequence of the target gene is MAAAEAEVVSPLIVDTAPDTSGTAEASVAASVAEAARTESQAPASKAALAAKLMSLSGVFAVHKPKGPTSAELLNRLKEKLLAEAGMPSPEWNKRQKQTLKVGHGGTLDSAAQGVLVVGIGRGTKMLTSMLSGSKRYITIGELGKATDTLDSTGKVTEEKPYDKITREDIEGILQKFTGNIMQVPPLYSALKKDGQRLSTLMKKGKVVEARPARPVTVHSISLLKFQPPFFTLDVECGGGFYIRSLVSDIGKELSSCASVLELTRTKQGPFTLAQHALPEDRWTIDDIEQSLERCTSLLP.... Result: 1 (interaction). (7) The miRNA is hsa-miR-4756-3p with sequence CCAGAGAUGGUUGCCUUCCUAU. The protein sequence of the target gene is MKRKERIARRLEGIENDTQPILLQSCTGLVTHRLLEEDTPRYMRASDPASPHIGRSNEEEETSDSSLEKQTRSKYCTETSGVHGDSPYGSGTMDTHSLESKAERIARYKAERRRQLAEKYGLTLDPEADSEYLSRYTKSRKEPDAVEKRGGKSDKQEESSRDASSLYPGTETMGLRTCAGESKDYALHVGDGSSDPEVLLNIENQRRGQELSATRQAHDLSPAAESSSTFSFSGRDSSFTEVPRSPKHAHSSSLQQAASRSPSFGDPQLSPEARPSTGKPKHEWFLQKDSEGDTPSLINW.... Result: 0 (no interaction). (8) The miRNA is hsa-miR-3908 with sequence GAGCAAUGUAGGUAGACUGUUU. The protein sequence of the target gene is MAVPFYLPEGGADDVASSSSGASGNSSPHNHPLPSSASSSVSSSGVSSASASSASSSSSASSDGASSAASQSPNTTTSSATQTPMQSPLPTDQVLYALYEWVRMYQSQQSAPQIFQYPPPSPSCNFTGGDVFFPHGHPNPNSNPHPRTPRTSVSFSSGEEYNFFRQQQPQPHPSYPAPSTPQPMPPQSAPPMHCSHSYPQQSAHMMPHHSAPFGMGGTYYAGYTPPPTPNTASAGTSSSSAAFGWHGHPHSPFTSTSTPLSAPVAPKMRLQRSQSDAARRKRLTSTGEDEREYQSDHEAT.... Result: 0 (no interaction). (9) The miRNA is mmu-miR-344g-5p with sequence AGUCAGGCUCCUGGCAGGAGU. The protein sequence of the target gene is MTKFSSFSLFFLIVGAYMTHVCFNMEIIGGKEVSPHSRPFMASIQYGGHHVCGGVLIDPQWVLTAAHCQYRFTKGQSPTVVLGAHSLSKNEASKQTLEIKKFIPFSRVTSDPQSNDIMLVKLQTAAKLNKHVKMLHIRSKTSLRSGTKCKVTGWGATDPDSLRPSDTLREVTVTVLSRKLCNSQSYYNGDPFITKDMVCAGDAKGQKDSCKGDSGGPLICKGVFHAIVSGGHECGVATKPGIYTLLTKKYQTWIKSNLVPPHTN. Result: 0 (no interaction). (10) The miRNA is mmu-miR-124-3p with sequence UAAGGCACGCGGUGAAUGCC. Result: 1 (interaction). The protein sequence of the target gene is MAAAAYVDHFAAECLVSMSSRAVVHEPREGPEPRPEGAAAAAPTLPRVDERRDGKDSASLFVVARILADLNQQAPAPAPAERREGAAARKARTPCRLPPAPPAPPPGPEPASPGQAGAPAAPPSPAWSEPEAALEQEPGPAGSGEPGLRQRGRRGRSRADLESPQRKHKCHYAGCEKVYGKSSHLKAHLRTHTGERPFACSWQECNKKFARSDELARHYRTHTGEKKFSCPICEKRFMRSDHLTKHARRHANFHPGMLQRRGGGSRTGSLSDYSRSDASSPTISPASSP.